This data is from Full USPTO retrosynthesis dataset with 1.9M reactions from patents (1976-2016). The task is: Predict the reactants needed to synthesize the given product. (1) Given the product [CH3:17][C:6]1[CH:7]=[C:8]([CH2:10][CH2:11][CH2:12][S:13]([CH3:16])(=[O:15])=[O:14])[CH:9]=[C:4]([CH3:3])[C:5]=1[C:18]1[CH:26]=[CH:25][C:24]([F:27])=[C:23]2[C:19]=1[CH2:20][CH2:21][C@H:22]2[O:28][C:29]1[CH:42]=[CH:41][C:32]2[C@H:33]([CH2:36][C:37]([OH:39])=[O:38])[CH2:34][O:35][C:31]=2[CH:30]=1, predict the reactants needed to synthesize it. The reactants are: [OH-].[Na+].[CH3:3][C:4]1[CH:9]=[C:8]([CH2:10][CH2:11][CH2:12][S:13]([CH3:16])(=[O:15])=[O:14])[CH:7]=[C:6]([CH3:17])[C:5]=1[C:18]1[CH:26]=[CH:25][C:24]([F:27])=[C:23]2[C:19]=1[CH2:20][CH2:21][C@H:22]2[O:28][C:29]1[CH:42]=[CH:41][C:32]2[C@H:33]([CH2:36][C:37]([O:39]C)=[O:38])[CH2:34][O:35][C:31]=2[CH:30]=1. (2) Given the product [CH2:1]([N:3]1[C:11]2[CH:10]=[C:9]3[NH:12][C:13]([C:15]4[C:23]5[C:18](=[CH:19][CH:20]=[C:21]([C:24]([NH2:36])=[O:25])[CH:22]=5)[NH:17][N:16]=4)=[N:14][C:8]3=[CH:7][C:6]=2[C:5]([CH3:27])([CH3:28])[C:4]1=[O:29])[CH3:2], predict the reactants needed to synthesize it. The reactants are: [CH2:1]([N:3]1[C:11]2[CH:10]=[C:9]3[NH:12][C:13]([C:15]4[C:23]5[C:18](=[CH:19][CH:20]=[C:21]([C:24](O)=[O:25])[CH:22]=5)[NH:17][N:16]=4)=[N:14][C:8]3=[CH:7][C:6]=2[C:5]([CH3:28])([CH3:27])[C:4]1=[O:29])[CH3:2].C(Cl)(=O)C(Cl)=O.[NH3:36]. (3) Given the product [C:1]([O:5][C:6]([N:8]1[CH2:9][CH2:10][CH:11]([C:14]2[CH:22]=[CH:21][CH:20]=[C:19]3[C:15]=2[CH:16]=[C:17]([C:31](=[O:33])[NH2:32])[N:18]3[CH2:23][C:24]2[CH:29]=[CH:28][CH:27]=[C:26]([F:30])[CH:25]=2)[CH2:12][CH2:13]1)=[O:7])([CH3:4])([CH3:2])[CH3:3], predict the reactants needed to synthesize it. The reactants are: [C:1]([O:5][C:6]([N:8]1[CH2:13][CH:12]=[C:11]([C:14]2[CH:22]=[CH:21][CH:20]=[C:19]3[C:15]=2[CH:16]=[C:17]([C:31](=[O:33])[NH2:32])[N:18]3[CH2:23][C:24]2[CH:29]=[CH:28][CH:27]=[C:26]([F:30])[CH:25]=2)[CH2:10][CH2:9]1)=[O:7])([CH3:4])([CH3:3])[CH3:2]. (4) Given the product [CH2:1]([O:3][C:4](=[O:13])[CH:5]([C:7]1[CH:12]=[CH:11][CH:10]=[CH:9][CH:8]=1)[CH2:6][NH:21][CH2:14][C:15]1[CH:20]=[CH:19][CH:18]=[CH:17][CH:16]=1)[CH3:2], predict the reactants needed to synthesize it. The reactants are: [CH2:1]([O:3][C:4](=[O:13])[C:5]([C:7]1[CH:12]=[CH:11][CH:10]=[CH:9][CH:8]=1)=[CH2:6])[CH3:2].[CH2:14]([NH2:21])[C:15]1[CH:20]=[CH:19][CH:18]=[CH:17][CH:16]=1.O. (5) Given the product [CH:13]1([CH2:12][O:11][C:3]2[CH:4]=[CH:5][C:6]([CH:8]([F:10])[F:9])=[CH:7][C:2]=2[B:25]2[O:29][C:28]([CH3:31])([CH3:30])[C:27]([CH3:33])([CH3:32])[O:26]2)[CH2:15][CH2:14]1, predict the reactants needed to synthesize it. The reactants are: Br[C:2]1[CH:7]=[C:6]([CH:8]([F:10])[F:9])[CH:5]=[CH:4][C:3]=1[O:11][CH2:12][CH:13]1[CH2:15][CH2:14]1.[Li]CCCC.C(O[B:25]1[O:29][C:28]([CH3:31])([CH3:30])[C:27]([CH3:33])([CH3:32])[O:26]1)(C)C. (6) Given the product [NH2:19][C:14]1[C:13]2=[C:12]([C:20]3[CH:21]=[CH:22][C:23]4[C:27]([CH:28]=3)=[N:26][N:25]([CH2:29][C:30]3[CH:35]=[CH:34][CH:33]=[CH:32][CH:31]=3)[CH:24]=4)[CH:11]=[C:10]([CH2:9][CH:7]3[CH2:8][CH:6]3[CH2:4][OH:3])[N:18]2[N:17]=[CH:16][N:15]=1, predict the reactants needed to synthesize it. The reactants are: C([O:3][C:4]([CH:6]1[CH2:8][CH:7]1[CH2:9][C:10]1[N:18]2[C:13]([C:14]([NH2:19])=[N:15][CH:16]=[N:17]2)=[C:12]([C:20]2[CH:21]=[CH:22][C:23]3[C:27]([CH:28]=2)=[N:26][N:25]([CH2:29][C:30]2[CH:35]=[CH:34][CH:33]=[CH:32][CH:31]=2)[CH:24]=3)[CH:11]=1)=O)C.CC(C[AlH]CC(C)C)C.